From a dataset of Reaction yield outcomes from USPTO patents with 853,638 reactions. Predict the reaction yield, written as a fraction of the theoretical maximum amount of product (1.0 means a 100% yield; for example, 0.34 means a 34% yield). (1) The reactants are [CH2:1]([C:5]1[N:6]=[C:7]([CH3:27])[NH:8][C:9](=[O:26])[C:10]=1[CH2:11][C:12]1[CH:17]=[CH:16][C:15]([C:18]2[C:19]([C:24]#[N:25])=[CH:20][CH:21]=[CH:22][CH:23]=2)=[CH:14][CH:13]=1)[CH2:2][CH2:3][CH3:4].[H-].[Na+].CN(C)C=O.Cl[CH2:36][C:37]1[CH:42]=[CH:41][C:40]([O:43][CH3:44])=[CH:39][CH:38]=1. The catalyst is C(OCC)(=O)C. The product is [CH2:1]([C:5]1[N:6]=[C:7]([CH3:27])[N:8]([CH2:36][C:37]2[CH:42]=[CH:41][C:40]([O:43][CH3:44])=[CH:39][CH:38]=2)[C:9](=[O:26])[C:10]=1[CH2:11][C:12]1[CH:17]=[CH:16][C:15]([C:18]2[C:19]([C:24]#[N:25])=[CH:20][CH:21]=[CH:22][CH:23]=2)=[CH:14][CH:13]=1)[CH2:2][CH2:3][CH3:4]. The yield is 0.620. (2) The yield is 0.860. The product is [F:62][C:43]1[CH:42]=[C:41]([B:63]2[O:67][C:66]([CH3:69])([CH3:68])[C:65]([CH3:71])([CH3:70])[O:64]2)[CH:46]=[CH:45][C:44]=1[C:47]([NH:50][C:51]([C:53]1[O:57][N:56]=[C:55]([C:58]([CH3:61])([CH3:60])[CH3:59])[N:54]=1)=[O:52])([CH3:49])[CH3:48]. The catalyst is C1C=CC(/C=C/C(/C=C/C2C=CC=CC=2)=O)=CC=1.C1C=CC(/C=C/C(/C=C/C2C=CC=CC=2)=O)=CC=1.C1C=CC(/C=C/C(/C=C/C2C=CC=CC=2)=O)=CC=1.C(Cl)(Cl)Cl.[Pd].[Pd]. The reactants are C(C1C=C2C(=C(F)C=1)C(=O)N(CC1C=CC(C3C=CN=C4NC(C5C=NN(C)C=5)=NC=34)=CC=1F)N=C2)(C)(C)C.Br[C:41]1[CH:46]=[CH:45][C:44]([C:47]([NH:50][C:51]([C:53]2[O:57][N:56]=[C:55]([C:58]([CH3:61])([CH3:60])[CH3:59])[N:54]=2)=[O:52])([CH3:49])[CH3:48])=[C:43]([F:62])[CH:42]=1.[B:63]1(B2OC(C)(C)C(C)(C)O2)[O:67][C:66]([CH3:69])([CH3:68])[C:65]([CH3:71])([CH3:70])[O:64]1.C1(P(C2CCCCC2)C2C=CC=CC=2C2C(C(C)C)=CC(C(C)C)=CC=2C(C)C)CCCCC1.C([O-])(=O)C.[K+].O1CCOCC1. (3) The reactants are Cl[C:2]1[N:9]=[C:8]([CH3:10])[CH:7]=[C:6]([CH3:11])[C:3]=1[C:4]#[N:5].[CH3:12][O-:13].[Na+]. The yield is 0.990. The product is [CH3:12][O:13][C:2]1[N:9]=[C:8]([CH3:10])[CH:7]=[C:6]([CH3:11])[C:3]=1[C:4]#[N:5]. The catalyst is CO. (4) The reactants are [H-].[Na+].[CH:3]([O:6][C:7]1[CH:15]=[CH:14][C:13]([S:16]([CH3:19])(=[O:18])=[O:17])=[CH:12][C:8]=1[C:9]([NH2:11])=[O:10])([CH3:5])[CH3:4].Br[CH2:21][C:22]1[CH:27]=[CH:26][CH:25]=[C:24]([F:28])[C:23]=1[CH2:29]Br. The catalyst is CN(C=O)C. The product is [F:28][C:24]1[CH:25]=[CH:26][CH:27]=[C:22]2[C:23]=1[CH2:29][N:11]([C:9]([C:8]1[CH:12]=[C:13]([S:16]([CH3:19])(=[O:18])=[O:17])[CH:14]=[CH:15][C:7]=1[O:6][CH:3]([CH3:5])[CH3:4])=[O:10])[CH2:21]2. The yield is 0.270. (5) The reactants are [OH:1][C:2]1[CH:10]=[CH:9][C:5]([C:6]([OH:8])=O)=[CH:4][CH:3]=1.C1N=CN(C(N2C=NC=C2)=O)C=1.ONC(=N)CCCC.[Cl:31][C:32]1[NH:40][C:39]2[C:38](=[O:41])[N:37]([CH2:42][CH2:43][CH2:44][CH2:45]/[C:46](=[N:49]/[H])/[NH:47]O)[C:36](=[O:51])[N:35]([CH2:52][CH2:53][CH2:54]CC)[C:34]=2[N:33]=1. The catalyst is CS(C)=O. The product is [Cl:31][C:32]1[NH:40][C:39]2[C:38](=[O:41])[N:37]([CH2:42][CH2:43][CH2:44][CH2:45][C:46]3[N:47]=[C:6]([C:5]4[CH:4]=[CH:3][C:2]([OH:1])=[CH:10][CH:9]=4)[O:8][N:49]=3)[C:36](=[O:51])[N:35]([CH2:52][CH2:53][CH3:54])[C:34]=2[N:33]=1. The yield is 0.110. (6) The reactants are Br[CH2:2][CH2:3][CH2:4][N:5]1[C:9]2=[N:10][CH:11]=[N:12][C:13]([NH2:14])=[C:8]2[C:7]([I:15])=[N:6]1.[NH:16]1[CH:20]=[CH:19][N:18]=[CH:17]1.C(N(CC)CC)C. The catalyst is CN(C)C=O. The product is [N:16]1([CH2:2][CH2:3][CH2:4][N:5]2[C:9]3=[N:10][CH:11]=[N:12][C:13]([NH2:14])=[C:8]3[C:7]([I:15])=[N:6]2)[CH:20]=[CH:19][N:18]=[CH:17]1. The yield is 0.180. (7) The reactants are N1C=CC=CC=1.[NH2:7][C:8]1[CH:13]=[C:12]([CH2:14][C:15]2[C:20]([Cl:21])=[CH:19][CH:18]=[CH:17][C:16]=2[Cl:22])[N:11]=[C:10]([NH:23][C:24]2[CH:31]=[CH:30][C:27]([C:28]#[N:29])=[CH:26][CH:25]=2)[N:9]=1.[C:32](Cl)(=[O:40])[CH2:33][CH2:34][CH2:35][CH2:36][CH2:37][CH2:38][CH3:39]. The catalyst is C(Cl)Cl. The product is [Cl:22][C:16]1[CH:17]=[CH:18][CH:19]=[C:20]([Cl:21])[C:15]=1[CH2:14][C:12]1[N:11]=[C:10]([NH:23][C:24]2[CH:25]=[CH:26][C:27]([C:28]#[N:29])=[CH:30][CH:31]=2)[N:9]=[C:8]([NH:7][C:32](=[O:40])[CH2:33][CH2:34][CH2:35][CH2:36][CH2:37][CH2:38][CH3:39])[CH:13]=1. The yield is 0.686. (8) The reactants are [CH3:1][N:2]([CH:10]1[CH2:15][CH2:14][N:13]([CH3:16])[CH2:12][CH2:11]1)[C:3]1[CH:8]=[CH:7][CH:6]=[C:5]([NH2:9])[N:4]=1.[F:17][C:18]1[CH:26]=[C:25]([F:27])[CH:24]=[C:23]([F:28])[C:19]=1[C:20]([Cl:22])=[O:21]. The catalyst is O1CCOCC1. The product is [ClH:22].[F:17][C:18]1[CH:26]=[C:25]([F:27])[CH:24]=[C:23]([F:28])[C:19]=1[C:20]([NH:9][C:5]1[CH:6]=[CH:7][CH:8]=[C:3]([N:2]([CH3:1])[CH:10]2[CH2:15][CH2:14][N:13]([CH3:16])[CH2:12][CH2:11]2)[N:4]=1)=[O:21]. The yield is 0.800. (9) The reactants are [CH3:1][C:2]1[S:6][C:5](/[CH:7]=[CH:8]/[C:9]([OH:11])=O)=[CH:4][CH:3]=1.C(OC(Cl)=O)C(C)C.[N-:20]=[N+:21]=[N-:22].[Na+]. The catalyst is CC(C)=O.O. The product is [CH3:1][C:2]1[S:6][C:5](/[CH:7]=[CH:8]/[C:9]([N:20]=[N+:21]=[N-:22])=[O:11])=[CH:4][CH:3]=1. The yield is 0.830.